Task: Regression/Classification. Given a drug SMILES string, predict its absorption, distribution, metabolism, or excretion properties. Task type varies by dataset: regression for continuous measurements (e.g., permeability, clearance, half-life) or binary classification for categorical outcomes (e.g., BBB penetration, CYP inhibition). Dataset: cyp2c19_veith.. Dataset: CYP2C19 inhibition data for predicting drug metabolism from PubChem BioAssay (1) The drug is O=C(c1ccc2c(c1)OCO2)N1CCCCC1. The result is 1 (inhibitor). (2) The molecule is O=C(c1ccncc1)N1CCC2(CCCN(c3ccc(-c4ccccc4)cc3)C2)CC1. The result is 1 (inhibitor). (3) The molecule is Cc1ccc(C2/C(=C(/O)c3ccc(Cl)cc3)C(=O)C(=O)N2CC2CCCO2)o1. The result is 0 (non-inhibitor). (4) The drug is CC(C)OCCCN1CN(S(=O)(=O)c2cccc(Cl)c2)c2nc3ccccc3nc21. The result is 1 (inhibitor).